From a dataset of Forward reaction prediction with 1.9M reactions from USPTO patents (1976-2016). Predict the product of the given reaction. (1) Given the reactants Cl.O1CCOCC1.COC1C=CC(C[O:15][C:16]2[N:21]=[C:20]([C:22]3[CH:35]=[CH:34][CH:33]=[C:32]4[C:23]=3[S:24][C:25]3[CH:26]=[CH:27][C:28]([NH:36][CH:37]([CH:45]5[CH2:50][CH2:49][N:48]([CH3:51])[CH2:47][CH2:46]5)[C:38]5[CH:43]=[CH:42][C:41]([CH3:44])=[CH:40][N:39]=5)=[CH:29][C:30]=3[S:31]4)[CH:19]=[C:18]([N:52]3[CH2:57][CH2:56][O:55][CH2:54][CH2:53]3)[CH:17]=2)=CC=1, predict the reaction product. The product is: [CH3:51][N:48]1[CH2:49][CH2:50][CH:45]([CH:37]([NH:36][C:28]2[CH:29]=[C:30]3[C:25](=[CH:26][CH:27]=2)[S:24][C:23]2[C:22]([C:20]4[NH:21][C:16](=[O:15])[CH:17]=[C:18]([N:52]5[CH2:53][CH2:54][O:55][CH2:56][CH2:57]5)[CH:19]=4)=[CH:35][CH:34]=[CH:33][C:32]=2[S:31]3)[C:38]2[CH:43]=[CH:42][C:41]([CH3:44])=[CH:40][N:39]=2)[CH2:46][CH2:47]1. (2) The product is: [C:10]([C:9]1[N:8]([C:14]2[CH:19]=[CH:18][CH:17]=[CH:16][CH:15]=2)[C:6]2[C:5]([C:20](=[O:39])[C:21]=1[CH2:22][C:23]1[CH:24]=[CH:25][C:26]([S:29]([N:32]3[CH2:37][CH2:36][CH:35]([OH:38])[CH2:34][CH2:33]3)(=[O:31])=[O:30])=[CH:27][CH:28]=1)=[CH:4][CH:3]=[C:2]([Cl:1])[CH:7]=2)(=[O:12])[CH3:11]. Given the reactants [Cl:1][C:2]1[CH:3]=[CH:4][C:5]([C:20](=[O:39])[CH2:21][CH2:22][C:23]2[CH:28]=[CH:27][C:26]([S:29]([N:32]3[CH2:37][CH2:36][CH:35]([OH:38])[CH2:34][CH2:33]3)(=[O:31])=[O:30])=[CH:25][CH:24]=2)=[C:6]([N:8]([C:14]2[CH:19]=[CH:18][CH:17]=[CH:16][CH:15]=2)[C:9](=O)[C:10](=[O:12])[CH3:11])[CH:7]=1.C([O-])([O-])=O.[K+].[K+], predict the reaction product. (3) Given the reactants [H-].[Na+].[CH3:3][O:4][C:5]1[CH:13]=[CH:12][CH:11]=[C:10]2[C:6]=1[C:7]([C:14]([NH2:16])=[O:15])=[CH:8][NH:9]2.[CH2:17]([S:21][C:22]1[N:27]=[C:26](Cl)[CH:25]=[CH:24][N:23]=1)[CH2:18][CH2:19][CH3:20], predict the reaction product. The product is: [CH2:17]([S:21][C:22]1[N:23]=[C:24]([N:9]2[C:10]3[C:6](=[C:5]([O:4][CH3:3])[CH:13]=[CH:12][CH:11]=3)[C:7]([C:14]([NH2:16])=[O:15])=[CH:8]2)[CH:25]=[CH:26][N:27]=1)[CH2:18][CH2:19][CH3:20]. (4) Given the reactants F[C:2]1[C:7]([CH3:8])=[C:6]([I:9])[CH:5]=[CH:4][N:3]=1.[CH:10]1([NH2:18])[CH2:17][CH2:16][CH2:15][CH2:14][CH2:13][CH2:12][CH2:11]1, predict the reaction product. The product is: [CH:10]1([NH:18][C:2]2[C:7]([CH3:8])=[C:6]([I:9])[CH:5]=[CH:4][N:3]=2)[CH2:17][CH2:16][CH2:15][CH2:14][CH2:13][CH2:12][CH2:11]1. (5) Given the reactants Br[C:2]1[CH:3]=[C:4]([CH:7]=[CH:8][C:9]=1[CH3:10])[CH:5]=[O:6].[CH3:11][C:12]1([CH3:28])[C:16]([CH3:18])([CH3:17])[O:15][B:14]([B:14]2[O:15][C:16]([CH3:18])([CH3:17])[C:12]([CH3:28])([CH3:11])[O:13]2)[O:13]1.C([O-])(=O)C.[K+].BrC1C=CC=CC=1S(N)(=O)=O, predict the reaction product. The product is: [CH3:10][C:9]1[CH:8]=[CH:7][C:4]([CH:5]=[O:6])=[CH:3][C:2]=1[B:14]1[O:15][C:16]([CH3:18])([CH3:17])[C:12]([CH3:28])([CH3:11])[O:13]1. (6) Given the reactants C1C=CC2N(O)N=NC=2C=1.[NH:11]([C:25]([O:27][C:28]([CH3:31])([CH3:30])[CH3:29])=[O:26])[C@H:12]([C:22]([OH:24])=O)[CH2:13][S:14][CH2:15][C:16]1[CH:21]=[CH:20][CH:19]=[CH:18][CH:17]=1.[NH2:32][C@@H:33]([C:40]([O:42][CH2:43][CH3:44])=[O:41])[C:34]1[CH:39]=[CH:38][CH:37]=[CH:36][CH:35]=1.Cl.CN1CCOCC1.CCN=C=NCCCN(C)C, predict the reaction product. The product is: [NH:11]([C:25]([O:27][C:28]([CH3:31])([CH3:30])[CH3:29])=[O:26])[C@H:12]([C:22]([NH:32][C@@H:33]([C:40]([O:42][CH2:43][CH3:44])=[O:41])[C:34]1[CH:39]=[CH:38][CH:37]=[CH:36][CH:35]=1)=[O:24])[CH2:13][S:14][CH2:15][C:16]1[CH:17]=[CH:18][CH:19]=[CH:20][CH:21]=1. (7) Given the reactants Br[C:2]1[CH:7]=[CH:6][C:5]([CH2:8][C:9]([O:11][CH2:12][CH3:13])=[O:10])=[CH:4][CH:3]=1.[B:14]1([B:14]2[O:18][C:17]([CH3:20])([CH3:19])[C:16]([CH3:22])([CH3:21])[O:15]2)[O:18][C:17]([CH3:20])([CH3:19])[C:16]([CH3:22])([CH3:21])[O:15]1.C([O-])(=O)C.[K+], predict the reaction product. The product is: [CH2:12]([O:11][C:9](=[O:10])[CH2:8][C:5]1[CH:6]=[CH:7][C:2]([B:14]2[O:18][C:17]([CH3:20])([CH3:19])[C:16]([CH3:22])([CH3:21])[O:15]2)=[CH:3][CH:4]=1)[CH3:13]. (8) Given the reactants [CH3:1][N:2]([CH3:39])[C@@H:3]1[CH2:7][CH2:6][N:5]([C:8]2[N:13]3[CH:14]=[C:15]([CH2:17][N:18]([C@H:29]([C:31]4C=CC(OC)=C[CH:32]=4)C)[C@@H:19]4[C:28]5[N:27]=[CH:26][CH:25]=[CH:24][C:23]=5[CH2:22][CH2:21][CH2:20]4)[N:16]=[C:12]3[CH:11]=[CH:10][CH:9]=2)[CH2:4]1.C(=O)CC, predict the reaction product. The product is: [CH3:1][N:2]([CH3:39])[C@@H:3]1[CH2:7][CH2:6][N:5]([C:8]2[N:13]3[CH:14]=[C:15]([CH2:17][N:18]([CH2:29][CH2:31][CH3:32])[C@@H:19]4[C:28]5[N:27]=[CH:26][CH:25]=[CH:24][C:23]=5[CH2:22][CH2:21][CH2:20]4)[N:16]=[C:12]3[CH:11]=[CH:10][CH:9]=2)[CH2:4]1. (9) Given the reactants [O:1]1[CH2:6][CH2:5][CH:4]([C:7]2[CH:8]=[C:9]3[C:14](=[C:15]([O:17]COCC[Si](C)(C)C)[CH:16]=2)[N:13]=[CH:12][N:11](COCC[Si](C)(C)C)[C:10]3=[O:34])[CH2:3][CH2:2]1.[F:35][C:36]([F:41])([F:40])[C:37]([OH:39])=[O:38], predict the reaction product. The product is: [F:35][C:36]([F:41])([F:40])[C:37]([OH:39])=[O:38].[OH:17][C:15]1[CH:16]=[C:7]([CH:4]2[CH2:5][CH2:6][O:1][CH2:2][CH2:3]2)[CH:8]=[C:9]2[C:14]=1[N:13]=[CH:12][NH:11][C:10]2=[O:34].